Dataset: Catalyst prediction with 721,799 reactions and 888 catalyst types from USPTO. Task: Predict which catalyst facilitates the given reaction. (1) Reactant: [H-].[Na+].[C:3](=[N:16][OH:17])([C:10]1[CH:15]=[CH:14][CH:13]=[CH:12][CH:11]=1)[C:4]1[CH:9]=[CH:8][CH:7]=[CH:6][CH:5]=1.Cl[CH2:19][C:20]([N:22]1[CH2:31][CH2:30][C:29]2[C:24](=[CH:25][CH:26]=[CH:27][CH:28]=2)[CH2:23]1)=[O:21]. Product: [C:3](=[N:16][O:17][CH2:19][C:20]([N:22]1[CH2:31][CH2:30][C:29]2[C:24](=[CH:25][CH:26]=[CH:27][CH:28]=2)[CH2:23]1)=[O:21])([C:10]1[CH:11]=[CH:12][CH:13]=[CH:14][CH:15]=1)[C:4]1[CH:9]=[CH:8][CH:7]=[CH:6][CH:5]=1. The catalyst class is: 35. (2) Reactant: CO[C:3]([C:5]1[N:6]=[C:7]([C:23]#[N:24])[C:8]2[C:13]([C:14]=1[OH:15])=[CH:12][CH:11]=[C:10]([O:16][C:17]1[CH:22]=[CH:21][CH:20]=[CH:19][CH:18]=1)[CH:9]=2)=[O:4].[C:25]([O:29][C:30](=[O:41])[CH2:31][C@@H:32]([NH2:40])[CH2:33][C:34]1[CH:39]=[CH:38][CH:37]=[CH:36][CH:35]=1)([CH3:28])([CH3:27])[CH3:26]. Product: [C:25]([O:29][C:30](=[O:41])[CH2:31][C@@H:32]([NH:40][C:3]([C:5]1[N:6]=[C:7]([C:23]#[N:24])[C:8]2[C:13]([C:14]=1[OH:15])=[CH:12][CH:11]=[C:10]([O:16][C:17]1[CH:18]=[CH:19][CH:20]=[CH:21][CH:22]=1)[CH:9]=2)=[O:4])[CH2:33][C:34]1[CH:35]=[CH:36][CH:37]=[CH:38][CH:39]=1)([CH3:28])([CH3:26])[CH3:27]. The catalyst class is: 141. (3) Reactant: F[C:2]1[CH:7]=[CH:6][C:5]([N:8]([CH3:18])[S:9]([C:12]2[CH:17]=[CH:16][CH:15]=[CH:14][CH:13]=2)(=[O:11])=[O:10])=[CH:4][C:3]=1[N+:19]([O-:21])=[O:20].[CH2:22]([N:29]1[CH2:33][CH2:32][CH:31]([NH2:34])[CH2:30]1)[C:23]1[CH:28]=[CH:27][CH:26]=[CH:25][CH:24]=1. Product: [CH2:22]([N:29]1[CH2:33][CH2:32][CH:31]([NH:34][C:2]2[CH:7]=[CH:6][C:5]([N:8]([CH3:18])[S:9]([C:12]3[CH:17]=[CH:16][CH:15]=[CH:14][CH:13]=3)(=[O:11])=[O:10])=[CH:4][C:3]=2[N+:19]([O-:21])=[O:20])[CH2:30]1)[C:23]1[CH:24]=[CH:25][CH:26]=[CH:27][CH:28]=1. The catalyst class is: 14. (4) Reactant: [NH2:1][C:2]1[C:3](F)=[CH:4][C:5]([Br:18])=[C:6]([N:8]2[C:12](=[O:13])[N:11]([CH:14]([F:16])[F:15])[C:10]([CH3:17])=[N:9]2)[CH:7]=1.CCO[C:23]([S-:25])=[S:24].[K+].Cl. Product: [Br:18][C:5]1[C:6]([N:8]2[C:12](=[O:13])[N:11]([CH:14]([F:16])[F:15])[C:10]([CH3:17])=[N:9]2)=[CH:7][C:2]2[N:1]=[C:23]([SH:25])[S:24][C:3]=2[CH:4]=1. The catalyst class is: 9. (5) Reactant: [CH3:1][C:2]([C:4]1[C:9]([Cl:10])=[C:8]([F:11])[CH:7]=[CH:6][C:5]=1[Cl:12])=[O:3].[H-].[Al+3].[Li+].[H-].[H-].[H-].[OH-].[Na+].[O-]S([O-])(=O)=O.[Mg+2]. Product: [Cl:10][C:9]1[C:8]([F:11])=[CH:7][CH:6]=[C:5]([Cl:12])[C:4]=1[CH:2]([OH:3])[CH3:1]. The catalyst class is: 20. (6) Reactant: [BH4-].[Na+].[Br:3][C:4]1[CH:5]=[C:6]2[C:10](=[CH:11][CH:12]=1)[N:9]([CH:13]1[CH2:18][CH2:17][C:16](=[O:19])[CH2:15][CH2:14]1)[CH:8]=[CH:7]2. Product: [Br:3][C:4]1[CH:5]=[C:6]2[C:10](=[CH:11][CH:12]=1)[N:9]([CH:13]1[CH2:18][CH2:17][CH:16]([OH:19])[CH2:15][CH2:14]1)[CH:8]=[CH:7]2. The catalyst class is: 5. (7) Reactant: C=O.[CH2:3]([O:5][C:6](=[O:24])[CH2:7][CH2:8][C:9]1[CH:14]=[CH:13][C:12]([NH:15][CH2:16][CH2:17][C:18]2[CH:23]=[CH:22][CH:21]=[CH:20][CH:19]=2)=[CH:11][CH:10]=1)[CH3:4].[C:25](O[BH-](OC(=O)C)OC(=O)C)(=O)C.C[N+](C)(C)C.[OH-].[NH4+]. Product: [CH2:3]([O:5][C:6](=[O:24])[CH2:7][CH2:8][C:9]1[CH:14]=[CH:13][C:12]([N:15]([CH3:25])[CH2:16][CH2:17][C:18]2[CH:23]=[CH:22][CH:21]=[CH:20][CH:19]=2)=[CH:11][CH:10]=1)[CH3:4]. The catalyst class is: 26. (8) Reactant: Cl[C:2]1[N:3]=[CH:4][C:5]2[N:6]([CH3:21])[C:7](=[O:20])[C:8]3([CH2:19][CH2:18]3)[CH2:9][N:10]([CH:13]3[CH2:17][CH2:16][CH2:15][CH2:14]3)[C:11]=2[N:12]=1.[NH2:22][C:23]1[C:39]([F:40])=[CH:38][C:26]([C:27]([NH:29][CH:30]2[CH2:35][CH2:34][N:33]([CH2:36][CH3:37])[CH2:32][CH2:31]2)=[O:28])=[C:25]([F:41])[CH:24]=1.C(=O)([O-])[O-].[Cs+].[Cs+].CC1(C)C2C(=C(P(C3C=CC=CC=3)C3C=CC=CC=3)C=CC=2)OC2C(P(C3C=CC=CC=3)C3C=CC=CC=3)=CC=CC1=2. Product: [CH:13]1([N:10]2[CH2:9][C:8]3([CH2:19][CH2:18]3)[C:7](=[O:20])[N:6]([CH3:21])[C:5]3[CH:4]=[N:3][C:2]([NH:22][C:23]4[C:39]([F:40])=[CH:38][C:26]([C:27]([NH:29][CH:30]5[CH2:35][CH2:34][N:33]([CH2:36][CH3:37])[CH2:32][CH2:31]5)=[O:28])=[C:25]([F:41])[CH:24]=4)=[N:12][C:11]2=3)[CH2:17][CH2:16][CH2:15][CH2:14]1. The catalyst class is: 12.